This data is from Forward reaction prediction with 1.9M reactions from USPTO patents (1976-2016). The task is: Predict the product of the given reaction. Given the reactants [Br:1][C:2]1[CH:3]=[C:4]([CH:6]=[CH:7][CH:8]=1)[NH2:5].[F:9][C:10]([F:15])([F:14])[CH:11]1[O:13][CH2:12]1, predict the reaction product. The product is: [Br:1][C:2]1[CH:3]=[C:4]([NH:5][CH2:12][CH:11]([OH:13])[C:10]([F:15])([F:14])[F:9])[CH:6]=[CH:7][CH:8]=1.